Task: Predict the product of the given reaction.. Dataset: Forward reaction prediction with 1.9M reactions from USPTO patents (1976-2016) (1) Given the reactants [Cl:1][C:2]1[CH:10]=[CH:9][C:5]([C:6]([OH:8])=O)=[C:4]([NH:11][CH2:12][CH2:13][OH:14])[CH:3]=1.[NH2:15][C:16]1[CH:25]=[C:24]2[C:19]([CH2:20][CH2:21][C:22](=[O:27])[N:23]2[CH3:26])=[CH:18][CH:17]=1.Cl.C(N=C=NCCCN(C)C)C, predict the reaction product. The product is: [Cl:1][C:2]1[CH:10]=[CH:9][C:5]([C:6]([NH:15][C:16]2[CH:25]=[C:24]3[C:19]([CH2:20][CH2:21][C:22](=[O:27])[N:23]3[CH3:26])=[CH:18][CH:17]=2)=[O:8])=[C:4]([NH:11][CH2:12][CH2:13][OH:14])[CH:3]=1. (2) Given the reactants [NH:1]1[C:9]2[C:4](=[CH:5][CH:6]=[CH:7][CH:8]=2)[CH:3]=[CH:2]1.[Cl:10][CH:11](Cl)[CH3:12].[OH-].[K+].C1COCC1, predict the reaction product. The product is: [Cl:10][CH2:11][CH2:12][N:1]1[C:9]2[C:4](=[CH:5][CH:6]=[CH:7][CH:8]=2)[CH:3]=[CH:2]1. (3) Given the reactants [CH3:1][C:2]([CH3:10])([CH3:9])[CH2:3][C:4](=[O:8])[C:5]([OH:7])=O.S(Cl)(Cl)=O.[NH2:15][C:16]1[CH:17]=[CH:18][C:19]2[C:24](=[O:25])[O:23][N:22]=[C:21]([CH3:26])[C:20]=2[CH:27]=1, predict the reaction product. The product is: [CH3:9][C:2]([CH3:1])([CH3:10])[CH2:3][C:4](=[O:8])[C:5]([NH:15][C:16]1[CH:17]=[CH:18][C:19]2[C:24](=[O:25])[O:23][N:22]=[C:21]([CH3:26])[C:20]=2[CH:27]=1)=[O:7]. (4) Given the reactants [Br:1][C:2]1[CH:7]=[CH:6][C:5]([C:8]([CH3:14])([CH3:13])[C:9]([O:11]C)=[O:10])=[CH:4][CH:3]=1.[OH-].[Li+].O1CCOCC1.Cl, predict the reaction product. The product is: [Br:1][C:2]1[CH:3]=[CH:4][C:5]([C:8]([CH3:14])([CH3:13])[C:9]([OH:11])=[O:10])=[CH:6][CH:7]=1. (5) Given the reactants [CH3:1][N:2]([CH3:22])[CH2:3][CH2:4][C:5]([N:7]1[CH2:16][CH2:15][C:14]2[C:9](=[CH:10][C:11]([N+:19]([O-])=O)=[C:12]([O:17][CH3:18])[CH:13]=2)[CH2:8]1)=[O:6].[H][H], predict the reaction product. The product is: [CH3:22][N:2]([CH3:1])[CH2:3][CH2:4][C:5]([N:7]1[CH2:16][CH2:15][C:14]2[C:9](=[CH:10][C:11]([NH2:19])=[C:12]([O:17][CH3:18])[CH:13]=2)[CH2:8]1)=[O:6]. (6) The product is: [Br:14][C:15]1[CH:22]=[CH:21][C:18]([CH2:19][O:20][C:6]2[CH:5]=[C:4]([N+:11]([O-:13])=[O:12])[CH:3]=[C:2]([Cl:1])[CH:7]=2)=[CH:17][CH:16]=1. Given the reactants [Cl:1][C:2]1[CH:7]=[C:6]([N+]([O-])=O)[CH:5]=[C:4]([N+:11]([O-:13])=[O:12])[CH:3]=1.[Br:14][C:15]1[CH:22]=[CH:21][C:18]([CH2:19][OH:20])=[CH:17][CH:16]=1.C([O-])([O-])=O.[K+].[K+].Cl, predict the reaction product. (7) Given the reactants [NH2:1][NH:2][C:3]([C:5]1[C:10]([CH3:11])=[CH:9][CH:8]=[CH:7][N:6]=1)=[NH:4].[N+:12]([C:15]1[CH:16]=[CH:17][C:18]([OH:23])=[C:19]([CH:22]=1)[CH:20]=O)([O-:14])=[O:13], predict the reaction product. The product is: [N+:12]([C:15]1[CH:16]=[CH:17][C:18]([OH:23])=[C:19]([C:20]2[NH:1][N:2]=[C:3]([C:5]3[C:10]([CH3:11])=[CH:9][CH:8]=[CH:7][N:6]=3)[N:4]=2)[CH:22]=1)([O-:14])=[O:13].